This data is from Reaction yield outcomes from USPTO patents with 853,638 reactions. The task is: Predict the reaction yield, written as a fraction of the theoretical maximum amount of product (1.0 means a 100% yield; for example, 0.34 means a 34% yield). (1) The reactants are C[O:2][C:3]([C:5]1[CH:6]=[CH:7][C:8]2[N:9]([CH:20]=[N:21][CH:22]=2)[C:10]=1[NH:11][C:12]1[CH:17]=[CH:16][C:15]([Br:18])=[CH:14][C:13]=1[F:19])=[O:4].[OH-].[Na+]. No catalyst specified. The product is [Br:18][C:15]1[CH:16]=[CH:17][C:12]([NH:11][C:10]2[N:9]3[CH:20]=[N:21][CH:22]=[C:8]3[CH:7]=[CH:6][C:5]=2[C:3]([OH:4])=[O:2])=[C:13]([F:19])[CH:14]=1. The yield is 0.850. (2) The reactants are [F:1][C:2]([F:18])([F:17])[CH2:3][C:4]([NH:6][C:7]1[CH:12]=[CH:11][C:10]([O:13][CH3:14])=[CH:9][C:8]=1[CH2:15][OH:16])=[O:5]. The catalyst is C(Cl)Cl.O=[Mn]=O. The product is [F:1][C:2]([F:17])([F:18])[CH2:3][C:4]([NH:6][C:7]1[CH:12]=[CH:11][C:10]([O:13][CH3:14])=[CH:9][C:8]=1[CH:15]=[O:16])=[O:5]. The yield is 0.840. (3) The reactants are Br[C:2]1[C:7]2[N:8]=[C:9]([NH2:11])[S:10][C:6]=2[CH:5]=[C:4]([CH3:12])[C:3]=1[F:13].[Cl:14][C:15]1[CH:16]=[C:17](B(O)O)[CH:18]=[CH:19][CH:20]=1.C1C=CC(P(C2C=CC=CC=2)C2C=CC=CC=2)=CC=1.C([O-])([O-])=O.[K+].[K+]. The catalyst is CC([O-])=O.CC([O-])=O.[Pd+2].C(O)C.O.O1CCOCC1. The product is [Cl:14][C:15]1[CH:20]=[C:19]([C:2]2[C:7]3[N:8]=[C:9]([NH2:11])[S:10][C:6]=3[CH:5]=[C:4]([CH3:12])[C:3]=2[F:13])[CH:18]=[CH:17][CH:16]=1. The yield is 0.550. (4) The reactants are [Cl:1][C:2]1[CH:3]=[CH:4][C:5](=[O:8])[NH:6][N:7]=1.[CH3:9][O:10][C:11](=[O:20])[C:12]1[CH:17]=[CH:16][CH:15]=[C:14]([CH2:18]Br)[CH:13]=1.CCN(C(C)C)C(C)C. The catalyst is CC#N. The product is [CH3:9][O:10][C:11](=[O:20])[C:12]1[CH:17]=[CH:16][CH:15]=[C:14]([CH2:18][N:6]2[C:5](=[O:8])[CH:4]=[CH:3][C:2]([Cl:1])=[N:7]2)[CH:13]=1. The yield is 0.910. (5) The product is [Cl:1][C:2]1[N:3]=[C:4]([N:20]([CH3:21])[CH3:19])[C:5]2[CH2:10][CH2:9][CH:8]([C:11]3[CH:16]=[CH:15][C:14]([Cl:17])=[CH:13][CH:12]=3)[C:6]=2[N:7]=1. The yield is 0.476. The reactants are [Cl:1][C:2]1[N:3]=[C:4](Cl)[C:5]2[CH2:10][CH2:9][CH:8]([C:11]3[CH:16]=[CH:15][C:14]([Cl:17])=[CH:13][CH:12]=3)[C:6]=2[N:7]=1.[CH3:19][NH:20][CH3:21]. The catalyst is CO. (6) The reactants are [N:1]1([C:6]2[CH:13]=[CH:12][C:9]([CH:10]=O)=[CH:8][CH:7]=2)[CH:5]=[N:4][CH:3]=[N:2]1.[C:14]([O-])([O-])=O.[K+].[K+]. The catalyst is O1CCOCC1.[Br-].C[P+](C1C=CC=CC=1)(C1C=CC=CC=1)C1C=CC=CC=1. The product is [CH:10]([C:9]1[CH:12]=[CH:13][C:6]([N:1]2[CH:5]=[N:4][CH:3]=[N:2]2)=[CH:7][CH:8]=1)=[CH2:14]. The yield is 0.630.